The task is: Predict the product of the given reaction.. This data is from Forward reaction prediction with 1.9M reactions from USPTO patents (1976-2016). (1) The product is: [CH2:32]([O:31][CH:5]([CH2:6][C:7]1[CH:12]=[CH:11][C:10]([O:13][CH2:14][CH2:15][C:16]2[N:17]=[C:18]([C:21]3[CH:26]=[CH:25][C:24]([CH:27]([CH3:29])[CH3:28])=[CH:23][CH:22]=3)[S:19][CH:20]=2)=[CH:9][C:8]=1[CH3:30])[C:4]([OH:34])=[O:3])[CH3:33]. Given the reactants C([O:3][C:4](=[O:34])[CH:5]([O:31][CH2:32][CH3:33])[CH2:6][C:7]1[CH:12]=[CH:11][C:10]([O:13][CH2:14][CH2:15][C:16]2[N:17]=[C:18]([C:21]3[CH:26]=[CH:25][C:24]([CH:27]([CH3:29])[CH3:28])=[CH:23][CH:22]=3)[S:19][CH:20]=2)=[CH:9][C:8]=1[CH3:30])C.[Li+].[OH-], predict the reaction product. (2) Given the reactants C(O[C@@H:5]1[O:18][C@H:17]([CH2:19][O:20][C:21](=[O:23])[CH3:22])[C@H:12]([O:13][C:14](=[O:16])[CH3:15])[C@H:7]([O:8][C:9](=[O:11])[CH3:10])[C@H:6]1[N:24]1[C:28](=[O:29])[C:27]2=[CH:30][CH:31]=[CH:32][CH:33]=[C:26]2[C:25]1=[O:34])(=O)C.[C:35]1(C)[C:40]([SH:41])=[CH:39][CH:38]=[CH:37][CH:36]=1.B(F)(F)F.[CH3:47]COCC, predict the reaction product. The product is: [C:9]([O:8][C@H:7]1[C@@H:12]([O:13][C:14](=[O:16])[CH3:15])[C@@H:17]([CH2:19][O:20][C:21](=[O:23])[CH3:22])[O:18][C@@H:5]([S:41][C:40]2[CH:35]=[CH:36][C:37]([CH3:47])=[CH:38][CH:39]=2)[C@@H:6]1[N:24]1[C:25](=[O:34])[C:26]2=[CH:33][CH:32]=[CH:31][CH:30]=[C:27]2[C:28]1=[O:29])(=[O:11])[CH3:10]. (3) Given the reactants [OH:1][CH:2]1[O:10][C@H:9]([CH2:11][OH:12])[C@@H:7]([OH:8])[C@H:5]([OH:6])[C@H:3]1[OH:4].[O:13]=[CH:14][C@@H:15]([C@H:17]([C@@H:19]([C@@H:21]([CH2:23][OH:24])[OH:22])[OH:20])O)[OH:16], predict the reaction product. The product is: [CH2:11]([OH:12])[C@H:9]1[O:10][C@H:2]([O:1][C@@H:17]2[C@@H:15]([OH:16])[CH:14]([OH:13])[O:22][C@H:21]([CH2:23][OH:24])[C@H:19]2[OH:20])[C@H:3]([OH:4])[C@@H:5]([OH:6])[C@@H:7]1[OH:8]. (4) Given the reactants Cl.[S:2]1[C:6]2[CH2:7][CH2:8][CH2:9][C:5]=2[N:4]=[C:3]1[NH2:10].[OH:11][C:12]12[CH2:21][CH:16]3[CH2:17][CH:18]([CH2:20][C:14]([C:22](O)=[O:23])([CH2:15]3)[CH2:13]1)[CH2:19]2.Cl.C(N=C=NCCCN(C)C)C.O.ON1C2C=CC=CC=2N=N1, predict the reaction product. The product is: [S:2]1[C:6]2[CH2:7][CH2:8][CH2:9][C:5]=2[N:4]=[C:3]1[NH:10][C:22]([C:14]12[CH2:15][CH:16]3[CH2:17][CH:18]([CH2:19][C:12]([OH:11])([CH2:21]3)[CH2:13]1)[CH2:20]2)=[O:23]. (5) Given the reactants [Br:1][C:2]1[CH:15]=[CH:14][C:5]2[S:6][C:7]3[CH:12]=[CH:11][C:10]([Br:13])=[CH:9][C:8]=3[C:4]=2[CH:3]=1.OO.[OH2:18].C(O)(=[O:21])C, predict the reaction product. The product is: [Br:13][C:10]1[CH:11]=[CH:12][C:7]2[S:6](=[O:21])(=[O:18])[C:5]3[CH:14]=[CH:15][C:2]([Br:1])=[CH:3][C:4]=3[C:8]=2[CH:9]=1. (6) Given the reactants Br[C:2]1[CH:3]=[C:4]2[C:8](=[C:9]([CH3:11])[CH:10]=1)[NH:7][N:6]=[CH:5]2.[H-].[Na+].C([Li])(CC)C.C1CCCCC1.Cl.[C:26](=O)(O)[O-:27].[Na+], predict the reaction product. The product is: [CH3:11][C:9]1[CH:10]=[C:2]([CH:26]=[O:27])[CH:3]=[C:4]2[C:8]=1[NH:7][N:6]=[CH:5]2.